Dataset: Forward reaction prediction with 1.9M reactions from USPTO patents (1976-2016). Task: Predict the product of the given reaction. (1) Given the reactants [CH3:1][O:2][C:3]1[CH:12]=[C:11]([O:13][CH3:14])[CH:10]=[C:9]2[C:4]=1[CH2:5][O:6][C:7]2=[O:8].[CH2:15]([O:22][C:23]1[CH:24]=[CH:25][C:26]([N+:31]([O-])=O)=[C:27]([CH:30]=1)[CH:28]=O)[C:16]1[CH:21]=[CH:20][CH:19]=[CH:18][CH:17]=1, predict the reaction product. The product is: [CH2:15]([O:22][C:23]1[CH:24]=[CH:25][C:26]2[NH:31][C:5]3[C:4]4[C:9]([C:7](=[O:8])[C:28]=3[C:27]=2[CH:30]=1)=[CH:10][C:11]([O:13][CH3:14])=[CH:12][C:3]=4[O:2][CH3:1])[C:16]1[CH:17]=[CH:18][CH:19]=[CH:20][CH:21]=1.[CH2:15]([O:22][C:23]1[CH:24]=[CH:25][C:26]2[NH:31][C:7]3[C:9]4[C:4]([C:5](=[O:6])[C:28]=3[C:27]=2[CH:30]=1)=[C:3]([O:2][CH3:1])[CH:12]=[C:11]([O:13][CH3:14])[CH:10]=4)[C:16]1[CH:17]=[CH:18][CH:19]=[CH:20][CH:21]=1. (2) Given the reactants C(=O)([O:7][C:8]([Cl:11])(Cl)Cl)OC(Cl)(Cl)Cl.[Br:13][C:14]1[CH:19]=[CH:18][C:17]([N:20]2[CH2:25][CH2:24][CH:23]([NH:26][CH3:27])[CH2:22][CH2:21]2)=[CH:16][C:15]=1[O:28][CH3:29].C(=O)([O-])[O-].[Na+].[Na+], predict the reaction product. The product is: [Br:13][C:14]1[CH:19]=[CH:18][C:17]([N:20]2[CH2:25][CH2:24][CH:23]([N:26]([CH3:27])[C:8]([Cl:11])=[O:7])[CH2:22][CH2:21]2)=[CH:16][C:15]=1[O:28][CH3:29]. (3) Given the reactants Br[C:2]1[CH:3]=[N:4][CH:5]=[C:6]([Br:8])[CH:7]=1.[C:9]1([CH:15]([C:17]([OH:19])=[O:18])[NH2:16])[CH:14]=[CH:13][CH:12]=[CH:11][CH:10]=1.N1CCC[C@H]1C(O)=O.C([O-])([O-])=O.[K+].[K+], predict the reaction product. The product is: [Br:8][C:6]1[CH:7]=[C:2]([NH:16][CH:15]([C:9]2[CH:14]=[CH:13][CH:12]=[CH:11][CH:10]=2)[C:17]([OH:19])=[O:18])[CH:3]=[N:4][CH:5]=1. (4) Given the reactants [O-]CC.[Na+].O=[C:6]1[CH:11]([C:12]([O:14]CC)=O)[CH2:10][CH2:9][N:8]([C:17]([O:19][C:20]([CH3:23])([CH3:22])[CH3:21])=[O:18])[CH2:7]1.[O:24]1[C:28]([C:29]2[CH:34]=[CH:33][C:32]([NH:35][C:36]([NH2:38])=[NH:37])=[CH:31][CH:30]=2)=[CH:27][N:26]=[CH:25]1, predict the reaction product. The product is: [OH:14][C:12]1[C:11]2[CH2:10][CH2:9][N:8]([C:17]([O:19][C:20]([CH3:21])([CH3:22])[CH3:23])=[O:18])[CH2:7][C:6]=2[N:38]=[C:36]([NH:35][C:32]2[CH:33]=[CH:34][C:29]([C:28]3[O:24][CH:25]=[N:26][CH:27]=3)=[CH:30][CH:31]=2)[N:37]=1. (5) The product is: [CH2:28]([N:30]([CH2:31][CH2:32][OH:33])[CH2:2][CH2:3][CH2:4][CH2:5][O:6][C:7]1[CH:12]=[CH:11][C:10]([N:13]([CH3:27])[S:14]([C:17]2[CH:22]=[CH:21][C:20]([C:23]([F:26])([F:25])[F:24])=[CH:19][CH:18]=2)(=[O:16])=[O:15])=[CH:9][CH:8]=1)[CH3:29]. Given the reactants Br[CH2:2][CH2:3][CH2:4][CH2:5][O:6][C:7]1[CH:12]=[CH:11][C:10]([N:13]([CH3:27])[S:14]([C:17]2[CH:22]=[CH:21][C:20]([C:23]([F:26])([F:25])[F:24])=[CH:19][CH:18]=2)(=[O:16])=[O:15])=[CH:9][CH:8]=1.[CH2:28]([NH:30][CH2:31][CH2:32][OH:33])[CH3:29], predict the reaction product. (6) Given the reactants [F:1][C:2]1[CH:3]=[C:4]([CH:25]=[CH:26][CH:27]=1)[O:5][CH2:6][CH2:7][CH2:8][CH2:9][CH2:10][CH2:11][CH2:12][CH2:13][N:14]1C(=O)C2=CC=CC=C2C1=O.O.NN.C(OC1C=C(CN)C=CC=1)CCCCC, predict the reaction product. The product is: [F:1][C:2]1[CH:3]=[C:4]([CH:25]=[CH:26][CH:27]=1)[O:5][CH2:6][CH2:7][CH2:8][CH2:9][CH2:10][CH2:11][CH2:12][CH2:13][NH2:14]. (7) Given the reactants Br[C:2]1[CH:3]=[C:4]([N+:16]([O-:18])=[O:17])[C:5]([NH2:15])=[N:6][C:7]=1[C:8]1[CH:13]=[CH:12][CH:11]=[CH:10][C:9]=1[F:14].[Cl:19][C:20]1[CH:21]=[N:22][CH:23]=[CH:24][C:25]=1B1OC(C)(C)C(C)(C)O1.C(=O)([O-])[O-].[Cs+].[Cs+], predict the reaction product. The product is: [Cl:19][C:20]1[CH:21]=[N:22][CH:23]=[CH:24][C:25]=1[C:2]1[C:7]([C:8]2[CH:13]=[CH:12][CH:11]=[CH:10][C:9]=2[F:14])=[N:6][C:5]([NH2:15])=[C:4]([N+:16]([O-:18])=[O:17])[CH:3]=1.